This data is from Catalyst prediction with 721,799 reactions and 888 catalyst types from USPTO. The task is: Predict which catalyst facilitates the given reaction. (1) Reactant: [CH3:1][N:2]([CH3:15])[C:3]([N:5]1[CH2:9][CH:8]2[CH2:10][CH:11]([C:13]#[N:14])[CH2:12][CH:7]2[CH2:6]1)=[O:4].[CH:16]1([CH2:22]Br)[CH2:21][CH2:20][CH2:19][CH2:18][CH2:17]1.C[Si](C)(C)[N-][Si](C)(C)C.[Li+].[Cl-].[NH4+]. Product: [CH3:1][N:2]([CH3:15])[C:3]([N:5]1[CH2:9][CH:8]2[CH2:10][C:11]([C:13]#[N:14])([CH2:22][CH:16]3[CH2:21][CH2:20][CH2:19][CH2:18][CH2:17]3)[CH2:12][CH:7]2[CH2:6]1)=[O:4]. The catalyst class is: 7. (2) Reactant: [CH3:1][O:2][C:3]([C:5]1[CH:13]=[C:12]2[C:8]([C:9]([CH:14]=[C:15]3[S:19][C:18](=[O:20])[NH:17][C:16]3=[O:21])=[CH:10][NH:11]2)=[CH:7][CH:6]=1)=[O:4]. Product: [CH2:1]([O:2][C:3]([C:5]1[CH:13]=[C:12]2[C:8]([C:9]([CH:14]=[C:15]3[S:19][C:18](=[O:20])[NH:17][C:16]3=[O:21])=[CH:10][NH:11]2)=[CH:7][CH:6]=1)=[O:4])[CH2:3][CH2:5][CH2:6][CH3:7]. The catalyst class is: 709. (3) Reactant: [CH3:1][NH:2][C:3]1[C:8]([CH:9]=O)=[CH:7][N:6]=[C:5]2[NH:11][CH:12]=[CH:13][C:4]=12.[F:14][C:15]1[C:21]([O:22][CH3:23])=[CH:20][C:19]([O:24][CH3:25])=[C:18]([F:26])[C:16]=1[NH2:17].CC1(C)[C@]2(CS(O)(=O)=O)C(C[C@H]1CC2)=O.O. Product: [F:14][C:15]1[C:21]([O:22][CH3:23])=[CH:20][C:19]([O:24][CH3:25])=[C:18]([F:26])[C:16]=1/[N:17]=[CH:9]/[C:8]1[CH:7]=[N:6][C:5]2[NH:11][CH:12]=[CH:13][C:4]=2[C:3]=1[NH:2][CH3:1]. The catalyst class is: 11. (4) Reactant: [CH3:1][C:2]1[CH:7]=[CH:6][CH:5]=[C:4]([CH3:8])[C:3]=1[OH:9].[Al+3].[Cl-].[Cl-].[Cl-].Br[C:15]([CH3:20])([CH3:19])[C:16](Br)=[O:17].Cl. Product: [OH:9][C:3]1[C:4]([CH3:8])=[C:5]2[C:6](=[CH:7][C:2]=1[CH3:1])[C:16](=[O:17])[CH:15]([CH3:20])[CH2:19]2. The catalyst class is: 2. (5) Reactant: CN1C(=O)CCC1.[C:14](O[C:14](=[O:18])[CH:15]([CH3:17])[CH3:16])(=[O:18])[CH:15]([CH3:17])[CH3:16].[NH2:19][C:20]1[C:29]2[N:30]=[C:31]([CH2:42][CH3:43])[N:32]([CH2:33][CH2:34][CH2:35][CH2:36][NH:37][S:38]([CH3:41])(=[O:40])=[O:39])[C:28]=2[C:27]2[CH:26]=[CH:25][CH:24]=[CH:23][C:22]=2[N:21]=1. Product: [CH2:42]([C:31]1[N:32]([CH2:33][CH2:34][CH2:35][CH2:36][NH:37][S:38]([CH3:41])(=[O:40])=[O:39])[C:28]2[C:27]3[CH:26]=[CH:25][CH:24]=[CH:23][C:22]=3[N:21]=[C:20]([NH:19][C:14](=[O:18])[CH:15]([CH3:16])[CH3:17])[C:29]=2[N:30]=1)[CH3:43]. The catalyst class is: 27. (6) Reactant: [CH:1]1([C:7]2[C:8]3[CH:9]=[CH:10][C:11]([C:32]([NH:34][S:35]([N:38]([CH2:40][CH:41](OC)[O:42]C)[CH3:39])(=[O:37])=[O:36])=[O:33])=[CH:12][C:13]=3[N:14]3[C:21]=2[C:20]2[CH:22]=[CH:23][CH:24]=[CH:25][C:19]=2[O:18][CH2:17][CH:16]([CH2:26][O:27][CH2:28][CH2:29][NH:30][CH3:31])[CH2:15]3)[CH2:6][CH2:5][CH2:4][CH2:3][CH2:2]1.C(O)(C(F)(F)F)=O.O. Product: [CH:1]1([C:7]2[C:8]3[CH:9]=[CH:10][C:11]([C:32]([NH:34][S:35]([N:38]([CH3:39])[CH2:40][CH:41]=[O:42])(=[O:36])=[O:37])=[O:33])=[CH:12][C:13]=3[N:14]3[C:21]=2[C:20]2[CH:22]=[CH:23][CH:24]=[CH:25][C:19]=2[O:18][CH2:17][CH:16]([CH2:26][O:27][CH2:28][CH2:29][NH:30][CH3:31])[CH2:15]3)[CH2:2][CH2:3][CH2:4][CH2:5][CH2:6]1. The catalyst class is: 2. (7) Reactant: [NH2:1][C:2]1[C:7]([CH:8]([CH3:10])[CH3:9])=[CH:6][C:5]([OH:11])=[CH:4][C:3]=1[CH:12]([CH3:14])[CH3:13].CN(C)C1C=CC=CC=1.Cl[C:25]([O:27][C:28]1[CH:33]=[CH:32][CH:31]=[CH:30][CH:29]=1)=[O:26]. Product: [CH:12]([C:3]1[CH:4]=[C:5]([OH:11])[CH:6]=[C:7]([CH:8]([CH3:9])[CH3:10])[C:2]=1[NH:1][C:25](=[O:26])[O:27][C:28]1[CH:33]=[CH:32][CH:31]=[CH:30][CH:29]=1)([CH3:14])[CH3:13]. The catalyst class is: 46.